From a dataset of Forward reaction prediction with 1.9M reactions from USPTO patents (1976-2016). Predict the product of the given reaction. (1) Given the reactants [OH-].[K+].[C@H]1(NC2N=C(N)N=C([C@H](F)C)N=2)C2C(=CC=CC=2)CCC1.C(#N)C=C.[F:28][C@@H:29]([C:31]1[N:36]=[C:35]([NH:37][C@H:38]2[C:47]3[C:42](=[CH:43][CH:44]=[CH:45][CH:46]=3)[CH2:41][CH2:40][CH2:39]2)[N:34]=[C:33]([N:48](CCC#N)[CH2:49][CH2:50][C:51]#[N:52])[N:32]=1)[CH3:30], predict the reaction product. The product is: [F:28][C@@H:29]([C:31]1[N:36]=[C:35]([NH:37][C@H:38]2[C:47]3[C:42](=[CH:43][CH:44]=[CH:45][CH:46]=3)[CH2:41][CH2:40][CH2:39]2)[N:34]=[C:33]([NH:48][CH2:49][CH2:50][C:51]#[N:52])[N:32]=1)[CH3:30]. (2) Given the reactants Cl[P:2]([CH:6]([CH3:8])[CH3:7])[CH:3]([CH3:5])[CH3:4].[Li].Cl[CH2:11][C:12]1[CH:17]=[CH:16][CH:15]=[C:14]([CH2:18]Cl)[N:13]=1, predict the reaction product. The product is: [CH:3]([P:2]([CH2:11][C:12]1[CH:17]=[CH:16][CH:15]=[C:14]([CH2:18][P:2]([CH:6]([CH3:8])[CH3:7])[CH:3]([CH3:5])[CH3:4])[N:13]=1)[CH:6]([CH3:8])[CH3:7])([CH3:5])[CH3:4]. (3) Given the reactants [CH2:1]([O:3][C:4]([C:6]1[C:14]2[C:9](=[CH:10][CH:11]=[C:12]([OH:15])[CH:13]=2)[N:8]([C:16]2[CH:21]=[CH:20][C:19]([CH2:22][C:23]([OH:25])=[O:24])=[CH:18][CH:17]=2)[C:7]=1[CH2:26][C:27]([OH:29])=[O:28])=[O:5])[CH3:2].[F:30][C:31]([F:42])([F:41])[C:32]1[CH:37]=[CH:36][C:35](B(O)O)=[CH:34][CH:33]=1, predict the reaction product. The product is: [CH2:1]([O:3][C:4]([C:6]1[C:14]2[C:9](=[CH:10][CH:11]=[C:12]([O:15][C:35]3[CH:36]=[CH:37][C:32]([C:31]([F:42])([F:41])[F:30])=[CH:33][CH:34]=3)[CH:13]=2)[N:8]([C:16]2[CH:21]=[CH:20][C:19]([CH2:22][C:23]([OH:25])=[O:24])=[CH:18][CH:17]=2)[C:7]=1[CH2:26][C:27]([OH:29])=[O:28])=[O:5])[CH3:2]. (4) Given the reactants [CH2:1]([O:8][CH2:9][C:10]1C=CC=[CH:12][CH:11]=1)[C:2]1[CH:7]=[CH:6][CH:5]=[CH:4][CH:3]=1.[N:16]#[C:17][NH2:18].C(O)(C(F)(F)F)=O.BrC#N, predict the reaction product. The product is: [CH2:1]([O:8][CH2:9][CH:10]1[CH2:11][CH2:12][N:18]1[C:17]#[N:16])[C:2]1[CH:7]=[CH:6][CH:5]=[CH:4][CH:3]=1. (5) The product is: [ClH:25].[Cl:25][CH2:26][CH2:27][C:28]([C:15]1[CH:16]=[CH:17][C:18]2[N:6]([CH2:5][CH2:4][N:3]([CH2:1][CH3:2])[CH2:19][CH3:20])[C:7]3[C:12]([C:13]=2[CH:14]=1)=[CH:11][C:10]([C:28](=[O:29])[CH2:27][CH2:26][Cl:22])=[CH:9][CH:8]=3)=[O:29]. Given the reactants [CH2:1]([N:3]([CH2:19][CH3:20])[CH2:4][CH2:5][N:6]1[C:18]2[CH:17]=[CH:16][CH:15]=[CH:14][C:13]=2[C:12]2[C:7]1=[CH:8][CH:9]=[CH:10][CH:11]=2)[CH3:2].[Al+3].[Cl-:22].[Cl-].[Cl-].[Cl:25][CH2:26][CH2:27][C:28](Cl)=[O:29].Cl, predict the reaction product. (6) Given the reactants OC(C(F)(F)F)=O.[Cl:8][C:9]1[C:14]([Cl:15])=[CH:13][CH:12]=[CH:11][C:10]=1[CH2:16][C:17]1[C:18]([NH2:26])=[N:19][NH:20][C:21]=1[C:22]([F:25])([F:24])[F:23].O=[C:28]([CH:35]1[CH2:40][CH2:39][O:38][CH2:37][CH2:36]1)[CH2:29][C:30](OCC)=[O:31], predict the reaction product. The product is: [Cl:8][C:9]1[C:14]([Cl:15])=[CH:13][CH:12]=[CH:11][C:10]=1[CH2:16][C:17]1[C:21]([C:22]([F:25])([F:23])[F:24])=[N:20][N:19]2[C:30]([OH:31])=[CH:29][C:28]([CH:35]3[CH2:40][CH2:39][O:38][CH2:37][CH2:36]3)=[N:26][C:18]=12. (7) Given the reactants [O:1]=[C:2]1[CH2:7][CH2:6][O:5][CH2:4][CH:3]1[S:8]([NH2:11])(=[O:10])=[O:9].[BH4-].[Na+].Cl, predict the reaction product. The product is: [OH:1][CH:2]1[CH2:7][CH2:6][O:5][CH2:4][CH:3]1[S:8]([NH2:11])(=[O:10])=[O:9]. (8) The product is: [NH2:21][CH2:20][C:19]([NH:18][C@H:4]([B:5]1[O:9][C@@H:8]2[CH2:10][C@@H:11]3[CH2:14][C@H:13]([C@:7]2([CH3:17])[O:6]1)[C:12]3([CH3:15])[CH3:16])[CH2:3][CH:2]([CH3:30])[CH3:1])=[O:29]. Given the reactants [CH3:1][CH:2]([CH3:30])[CH2:3][C@H:4]([NH:18][C:19](=[O:29])[CH2:20][NH:21]C(=O)OC(C)(C)C)[B:5]1[O:9][C@@H:8]2[CH2:10][C@@H:11]3[CH2:14][C@H:13]([C@:7]2([CH3:17])[O:6]1)[C:12]3([CH3:16])[CH3:15].Cl, predict the reaction product. (9) Given the reactants Cl.[CH3:2][O:3][C:4](=[O:15])[C@@H:5]([NH2:14])[CH2:6]SC1C=CC=CC=1.[C:24](O[C:24]([O:26][C:27]([CH3:30])([CH3:29])[CH3:28])=[O:25])([O:26][C:27]([CH3:30])([CH3:29])[CH3:28])=[O:25].Cl[C:32]1[CH:37]=[CH:36][CH:35]=[C:34](C(OO)=O)[CH:33]=1.[S:42]([O-:45])([O-])=[O:43].[Na+].[Na+].C(=O)(O)[O-].[Na+].C(OC(C)(C)C)=O, predict the reaction product. The product is: [CH3:2][O:3][C:4](=[O:15])[C@@H:5]([NH:14][C:24]([O:26][C:27]([CH3:28])([CH3:29])[CH3:30])=[O:25])[CH2:6][S:42]([C:32]1[CH:33]=[CH:34][CH:35]=[CH:36][CH:37]=1)(=[O:45])=[O:43]. (10) The product is: [Br:19][C:12]1[C:8]2[NH:9][C:10]3[CH:11]=[C:3]([C:2]([F:1])([F:17])[F:18])[CH:4]=[CH:5][C:6]=3[C:7]=2[C:15]([OH:16])=[N:14][CH:13]=1. Given the reactants [F:1][C:2]([F:18])([F:17])[C:3]1[CH:4]=[CH:5][C:6]2[C:7]3[C:15]([OH:16])=[N:14][CH:13]=[CH:12][C:8]=3[NH:9][C:10]=2[CH:11]=1.[Br:19]Br.CCOC(C)=O.C([O-])(O)=O.[Na+], predict the reaction product.